The task is: Predict which catalyst facilitates the given reaction.. This data is from Catalyst prediction with 721,799 reactions and 888 catalyst types from USPTO. (1) Reactant: [C:1]1([C:7]2[S:11][C:10]([C:12]3[CH:18]=[CH:17][CH:16]=[CH:15][C:13]=3[NH2:14])=[N:9][N:8]=2)[CH:6]=[CH:5][CH:4]=[CH:3][CH:2]=1.C(N(CC)CC)C.[Cl:26][C:27]1[N:32]=[C:31]([C:33]2[CH:38]=[CH:37][CH:36]=[CH:35][CH:34]=2)[N:30]=[C:29]([C:39](Cl)=[O:40])[CH:28]=1.CO. Product: [Cl:26][C:27]1[N:32]=[C:31]([C:33]2[CH:38]=[CH:37][CH:36]=[CH:35][CH:34]=2)[N:30]=[C:29]([C:39]([NH:14][C:13]2[CH:15]=[CH:16][CH:17]=[CH:18][C:12]=2[C:10]2[S:11][C:7]([C:1]3[CH:2]=[CH:3][CH:4]=[CH:5][CH:6]=3)=[N:8][N:9]=2)=[O:40])[CH:28]=1. The catalyst class is: 2. (2) The catalyst class is: 4. Product: [F:30][C:11]1[CH:12]=[C:13]([O:17][C@H:18]2[CH2:23][CH2:22][CH2:21][CH2:20][C@@H:19]2[C:24]2[CH:25]=[N:26][CH:27]=[CH:28][CH:29]=2)[C:14]([F:16])=[CH:15][C:10]=1[S:7]([NH:6][C:31]1[CH:36]=[CH:35][N:34]=[CH:33][N:32]=1)(=[O:8])=[O:9]. Reactant: COC1C=C(OC)C=CC=1C[N:6]([C:31]1[CH:36]=[CH:35][N:34]=[CH:33][N:32]=1)[S:7]([C:10]1[CH:15]=[C:14]([F:16])[C:13]([O:17][C@H:18]2[CH2:23][CH2:22][CH2:21][CH2:20][C@@H:19]2[C:24]2[CH:25]=[N:26][CH:27]=[CH:28][CH:29]=2)=[CH:12][C:11]=1[F:30])(=[O:9])=[O:8].C([SiH](CC)CC)C.FC(F)(F)C(O)=O. (3) Product: [C:14]1([CH3:26])[CH:19]=[CH:18][C:17]([S:20]([CH2:23][CH2:24][O:12][C:11](=[O:13])[CH2:10][CH2:9][C:4]2[CH:5]=[CH:6][CH:7]=[CH:8][C:3]=2[O:2][CH3:1])(=[O:22])=[O:21])=[CH:16][CH:15]=1. Reactant: [CH3:1][O:2][C:3]1[CH:8]=[CH:7][CH:6]=[CH:5][C:4]=1[CH2:9][CH2:10][C:11]([OH:13])=[O:12].[C:14]1([CH3:26])[CH:19]=[CH:18][C:17]([S:20]([CH2:23][CH2:24]O)(=[O:22])=[O:21])=[CH:16][CH:15]=1.O.C1(C)C=CC(S(O)(=O)=O)=CC=1.O. The catalyst class is: 11. (4) Reactant: [CH3:1][S:2](Cl)(=[O:4])=[O:3].O.C(=O)([O-])[O-:8].[K+].[K+].C([O:15][CH2:16][CH3:17])C.N1[CH:23]=[CH:22][CH:21]=[CH:20][CH:19]=1. Product: [CH3:1][S:2]([O:4][CH2:19][C@H:20]([C@@H:17]1[CH2:16][O:15]1)[CH2:21][CH:22]=[CH2:23])(=[O:8])=[O:3]. The catalyst class is: 5. (5) Reactant: [CH:1]([S:4][C:5]1[CH:6]=[C:7]([C:23]2[CH:28]=[CH:27][C:26]([CH2:29][CH2:30][N:31]([CH2:39][C@@H:40]([C:48]3[CH:53]=[CH:52][CH:51]=[CH:50][CH:49]=3)[O:41]C3CCCCO3)C(=O)OC(C)(C)C)=[CH:25][CH:24]=2)[CH:8]=[CH:9][C:10]=1[C:11]([NH:13][S:14]([C:17]1[CH:18]=[N:19][CH:20]=[CH:21][CH:22]=1)(=[O:16])=[O:15])=[O:12])([CH3:3])[CH3:2].[ClH:54]. Product: [ClH:54].[ClH:54].[OH:41][C@H:40]([C:48]1[CH:49]=[CH:50][CH:51]=[CH:52][CH:53]=1)[CH2:39][NH:31][CH2:30][CH2:29][C:26]1[CH:27]=[CH:28][C:23]([C:7]2[CH:8]=[CH:9][C:10]([C:11]([NH:13][S:14]([C:17]3[CH:18]=[N:19][CH:20]=[CH:21][CH:22]=3)(=[O:16])=[O:15])=[O:12])=[C:5]([S:4][CH:1]([CH3:2])[CH3:3])[CH:6]=2)=[CH:24][CH:25]=1. The catalyst class is: 5. (6) Reactant: [NH2:1][C:2]1[N:3]=[CH:4][C:5]2[CH2:11][C:10](=[O:12])[NH:9][C:8]3[CH:13]=[C:14](I)[CH:15]=[CH:16][C:7]=3[C:6]=2[N:18]=1.[O-]P([O-])([O-])=O.[K+].[K+].[K+].[CH3:27][O:28][C:29]1[CH:30]=[C:31]([CH:33]=[CH:34][CH:35]=1)[NH2:32]. Product: [NH2:1][C:2]1[N:3]=[CH:4][C:5]2[CH2:11][C:10](=[O:12])[NH:9][C:8]3[CH:13]=[C:14]([NH:32][C:31]4[CH:33]=[CH:34][CH:35]=[C:29]([O:28][CH3:27])[CH:30]=4)[CH:15]=[CH:16][C:7]=3[C:6]=2[N:18]=1. The catalyst class is: 60. (7) Reactant: [Br:1][C:2]1[C:3]([C:9](OC)=[O:10])=[N:4][C:5]([F:8])=[CH:6][CH:7]=1.[BH4-].[Na+]. Product: [Br:1][C:2]1[C:3]([CH2:9][OH:10])=[N:4][C:5]([F:8])=[CH:6][CH:7]=1. The catalyst class is: 5. (8) Reactant: [NH2:1][C:2]1[N:7]([CH2:8][CH2:9][CH2:10][CH2:11][CH3:12])[C:6](=[O:13])[NH:5][C:4](=[O:14])[CH:3]=1.C(O)(=O)C.[N:19]([O-])=[O:20].[Na+]. Product: [NH2:1][C:2]1[N:7]([CH2:8][CH2:9][CH2:10][CH2:11][CH3:12])[C:6](=[O:13])[NH:5][C:4](=[O:14])[C:3]=1[N:19]=[O:20]. The catalyst class is: 6. (9) Reactant: [CH2:1]([O:3][C:4](=[O:15])[C:5]1[CH:10]=[C:9]([F:11])[C:8](F)=[C:7]([Cl:13])[C:6]=1[F:14])[CH3:2].C(N(CC)CC)C.[C:23]([O:27][C:28](=[O:35])[NH:29][C@H:30]1[CH2:34][CH2:33][NH:32][CH2:31]1)([CH3:26])([CH3:25])[CH3:24]. Product: [CH2:1]([O:3][C:4](=[O:15])[C:5]1[CH:10]=[C:9]([F:11])[C:8]([N:32]2[CH2:33][CH2:34][C@H:30]([NH:29][C:28]([O:27][C:23]([CH3:26])([CH3:25])[CH3:24])=[O:35])[CH2:31]2)=[C:7]([Cl:13])[C:6]=1[F:14])[CH3:2]. The catalyst class is: 115. (10) Reactant: [Br:1][C:2]1[CH:10]=[C:9]2[C:5]([C:6](=[O:12])C(=O)[NH:8]2)=[CH:4][CH:3]=1.[OH:13]O. Product: [NH2:8][C:9]1[CH:10]=[C:2]([Br:1])[CH:3]=[CH:4][C:5]=1[C:6]([OH:12])=[O:13]. The catalyst class is: 74.